From a dataset of Full USPTO retrosynthesis dataset with 1.9M reactions from patents (1976-2016). Predict the reactants needed to synthesize the given product. (1) Given the product [NH2:15][C:7]1[C:8]2[C:9](=[CH:10][N:11]=[CH:12][CH:13]=2)[O:14][C:6]=1[C:1](=[O:5])[CH2:2][CH2:3][CH3:4], predict the reactants needed to synthesize it. The reactants are: [C:1]([C:6]1[O:14][C:9]2=[CH:10][N:11]=[CH:12][CH:13]=[C:8]2[C:7]=1[NH:15]C(=O)OC(C)(C)C)(=[O:5])[CH2:2][CH2:3][CH3:4].C(O)(C(F)(F)F)=O. (2) Given the product [Br:20][C:21]1[CH:22]=[C:23]([C:28]2([CH2:34][NH2:35])[CH2:29][CH2:30][N:31]([C:11]3[C:12]4[CH:19]=[CH:18][NH:17][C:13]=4[N:14]=[CH:15][N:16]=3)[CH2:32][CH2:33]2)[CH:24]=[C:25]([F:27])[CH:26]=1, predict the reactants needed to synthesize it. The reactants are: CCN(C(C)C)C(C)C.Cl[C:11]1[C:12]2[CH:19]=[CH:18][NH:17][C:13]=2[N:14]=[CH:15][N:16]=1.[Br:20][C:21]1[CH:22]=[C:23]([C:28]2([CH2:34][NH2:35])[CH2:33][CH2:32][NH:31][CH2:30][CH2:29]2)[CH:24]=[C:25]([F:27])[CH:26]=1. (3) Given the product [N:44]1[CH:45]=[CH:46][CH:47]=[C:42]([CH:39]2[CH2:40][CH2:41][N:37]([C:29]([N:2]3[C:11]4[C:6](=[CH:7][C:8]([C:12]([O:14][CH3:15])=[O:13])=[CH:9][CH:10]=4)[CH2:5][CH2:4][CH2:3]3)=[O:35])[CH2:38]2)[CH:43]=1, predict the reactants needed to synthesize it. The reactants are: Cl.[NH:2]1[C:11]2[C:6](=[CH:7][C:8]([C:12]([O:14][CH3:15])=[O:13])=[CH:9][CH:10]=2)[CH2:5][CH2:4][CH2:3]1.C(N(C(C)C)CC)(C)C.ClC(Cl)(O[C:29](=[O:35])OC(Cl)(Cl)Cl)Cl.[NH:37]1[CH2:41][CH2:40][CH:39]([C:42]2[CH:43]=[N:44][CH:45]=[CH:46][CH:47]=2)[CH2:38]1. (4) Given the product [C:1]([N:8]([CH2:16][C:17]1[CH:18]=[CH:19][C:20]([C:21]([OH:23])=[O:22])=[CH:25][CH:26]=1)[CH2:9][C:10]1[CH:15]=[CH:14][CH:13]=[CH:12][N:11]=1)([O:3][C:4]([CH3:7])([CH3:6])[CH3:5])=[O:2], predict the reactants needed to synthesize it. The reactants are: [C:1]([N:8]([CH2:16][C:17]1[CH:26]=[CH:25][C:20]([C:21]([O:23]C)=[O:22])=[CH:19][CH:18]=1)[CH2:9][C:10]1[CH:15]=[CH:14][CH:13]=[CH:12][N:11]=1)([O:3][C:4]([CH3:7])([CH3:6])[CH3:5])=[O:2].CO.[OH-].[Na+]. (5) The reactants are: [CH3:1][C:2]1[C:3]([CH2:15][O:16][C:17]2[CH:22]=[CH:21][C:20]([C:23]3[C:27]([CH:28]=O)=[C:26]([O:30][CH2:31][CH3:32])[N:25]([CH3:33])[N:24]=3)=[CH:19][C:18]=2[CH3:34])=[C:4]([N:8]2[C:12](=[O:13])[N:11]([CH3:14])[N:10]=[N:9]2)[CH:5]=[CH:6][CH:7]=1.C([SiH](CC)CC)C. Given the product [CH3:1][C:2]1[C:3]([CH2:15][O:16][C:17]2[CH:22]=[CH:21][C:20]([C:23]3[C:27]([CH3:28])=[C:26]([O:30][CH2:31][CH3:32])[N:25]([CH3:33])[N:24]=3)=[CH:19][C:18]=2[CH3:34])=[C:4]([N:8]2[C:12](=[O:13])[N:11]([CH3:14])[N:10]=[N:9]2)[CH:5]=[CH:6][CH:7]=1, predict the reactants needed to synthesize it. (6) Given the product [F:1][C:2]1[N:7]=[CH:6][C:5]([NH:8][C:31]([C@@H:18]2[CH2:17][C@H:16]([O:15][CH3:14])[CH2:20][N:19]2[C:21]([O:23][CH2:24][C:25]2[CH:30]=[CH:29][CH:28]=[CH:27][CH:26]=2)=[O:22])=[O:32])=[CH:4][CH:3]=1, predict the reactants needed to synthesize it. The reactants are: [F:1][C:2]1[N:7]=[CH:6][C:5]([NH2:8])=[CH:4][CH:3]=1.C([Mg]Cl)(C)C.[CH3:14][O:15][C@@H:16]1[CH2:20][N:19]([C:21]([O:23][CH2:24][C:25]2[CH:30]=[CH:29][CH:28]=[CH:27][CH:26]=2)=[O:22])[C@H:18]([C:31](OC)=[O:32])[CH2:17]1. (7) The reactants are: Br.[CH2:2]([C@@H:4]1[NH:9][C@@H:8]([C:10]2[CH:15]=[CH:14][CH:13]=[CH:12][CH:11]=2)[C@@H:7]([N+:16]([O-])=O)[CH2:6][CH2:5]1)[CH3:3]. Given the product [CH2:2]([CH:4]1[NH:9][CH:8]([C:10]2[CH:15]=[CH:14][CH:13]=[CH:12][CH:11]=2)[CH:7]([NH2:16])[CH2:6][CH2:5]1)[CH3:3], predict the reactants needed to synthesize it. (8) Given the product [Br:2][C:3]1[CH:4]=[C:5]([C:14]2[N:55]([C:52]3[CH:53]=[N:54][C:49]([Cl:48])=[CH:50][CH:51]=3)[N:56]=[C:16]([C:17]([OH:19])=[O:18])[CH:15]=2)[CH:6]=[C:7]([O:9][C:10]([F:11])([F:12])[F:13])[CH:8]=1, predict the reactants needed to synthesize it. The reactants are: [Li].[Br:2][C:3]1[CH:4]=[C:5]([C:14]([O-])=[CH:15][C:16](=O)[C:17]([O:19]CC)=[O:18])[CH:6]=[C:7]([O:9][C:10]([F:13])([F:12])[F:11])[CH:8]=1.ClC1C=C(C2N(C3C=CC=CN=3)N=C(C(O)=O)C=2)C=C(F)C=1.Cl.Cl.[Cl:48][C:49]1[N:54]=[CH:53][C:52]([NH:55][NH2:56])=[CH:51][CH:50]=1. (9) Given the product [C:3]1([C:9]23[CH2:16][CH2:15][C:12]([CH2:17][C:18]([OH:21])=[O:1])([CH2:13][CH2:14]2)[CH2:11][CH2:10]3)[CH:8]=[CH:7][CH:6]=[CH:5][CH:4]=1, predict the reactants needed to synthesize it. The reactants are: [OH-:1].[K+].[C:3]1([C:9]23[CH2:16][CH2:15][C:12]([CH2:17][C:18]#N)([CH2:13][CH2:14]2)[CH2:11][CH2:10]3)[CH:8]=[CH:7][CH:6]=[CH:5][CH:4]=1.Cl.[OH2:21]. (10) Given the product [Br:17][C:18]1[S:22][C:21]([S:23]([N:8]2[CH2:7][CH2:6][N:5]([C:9]([C:11]3[CH:16]=[CH:15][CH:14]=[CH:13][CH:12]=3)=[O:10])[CH2:4][C@H:3]2[CH3:2])(=[O:25])=[O:24])=[CH:20][CH:19]=1, predict the reactants needed to synthesize it. The reactants are: Cl.[CH3:2][C@H:3]1[NH:8][CH2:7][CH2:6][N:5]([C:9]([C:11]2[CH:16]=[CH:15][CH:14]=[CH:13][CH:12]=2)=[O:10])[CH2:4]1.[Br:17][C:18]1[S:22][C:21]([S:23](Cl)(=[O:25])=[O:24])=[CH:20][CH:19]=1.